This data is from Forward reaction prediction with 1.9M reactions from USPTO patents (1976-2016). The task is: Predict the product of the given reaction. (1) Given the reactants [F:1][C:2]1[CH:7]=[CH:6][C:5]([F:8])=[CH:4][C:3]=1[CH:9](O)[C:10]1[S:11][CH:12]=[CH:13][N:14]=1.CN(C)C=O.[Cl:21][C:22]1[CH:27]=[CH:26][C:25]([SH:28])=[CH:24][CH:23]=1.C(=O)([O-])[O-].[K+].[K+], predict the reaction product. The product is: [Cl:21][C:22]1[CH:27]=[CH:26][C:25]([S:28][CH:9]([C:3]2[CH:4]=[C:5]([F:8])[CH:6]=[CH:7][C:2]=2[F:1])[C:10]2[S:11][CH:12]=[CH:13][N:14]=2)=[CH:24][CH:23]=1. (2) Given the reactants Br[C:2]1[CH:3]=[CH:4][C:5]2[N:6]([N:8]=[C:9]([NH:11][C:12](=[O:19])[C:13]3[CH:18]=[CH:17][CH:16]=[N:15][CH:14]=3)[N:10]=2)[CH:7]=1.[C:20]1(B(O)O)[CH:25]=[CH:24][CH:23]=[CH:22][CH:21]=1, predict the reaction product. The product is: [C:20]1([C:2]2[CH:3]=[CH:4][C:5]3[N:6]([N:8]=[C:9]([NH:11][C:12](=[O:19])[C:13]4[CH:18]=[CH:17][CH:16]=[N:15][CH:14]=4)[N:10]=3)[CH:7]=2)[CH:25]=[CH:24][CH:23]=[CH:22][CH:21]=1. (3) Given the reactants Br[C:2]1[CH:3]=[C:4]([S:8]([CH3:11])(=[O:10])=[O:9])[CH:5]=[CH:6][CH:7]=1.[CH3:12][C@H:13]1[CH2:18][NH:17][CH2:16][C@@H:15]([CH3:19])[N:14]1[CH2:20][CH2:21][CH3:22].Cl, predict the reaction product. The product is: [CH3:11][S:8]([C:4]1[CH:3]=[C:2]([N:17]2[CH2:16][C@@H:15]([CH3:19])[N:14]([CH2:20][CH2:21][CH3:22])[C@@H:13]([CH3:12])[CH2:18]2)[CH:7]=[CH:6][CH:5]=1)(=[O:10])=[O:9]. (4) Given the reactants P(Cl)(Cl)([Cl:3])=O.[CH3:6][O:7][C:8]1[CH:13]=[CH:12][C:11]([C:14]2[C:23]3[C:18](=[CH:19][CH:20]=[CH:21][CH:22]=3)[C:17](=O)[NH:16][N:15]=2)=[CH:10][CH:9]=1, predict the reaction product. The product is: [Cl:3][C:17]1[C:18]2[C:23](=[CH:22][CH:21]=[CH:20][CH:19]=2)[C:14]([C:11]2[CH:12]=[CH:13][C:8]([O:7][CH3:6])=[CH:9][CH:10]=2)=[N:15][N:16]=1.